From a dataset of NCI-60 drug combinations with 297,098 pairs across 59 cell lines. Regression. Given two drug SMILES strings and cell line genomic features, predict the synergy score measuring deviation from expected non-interaction effect. (1) Drug 1: CC1CCC2CC(C(=CC=CC=CC(CC(C(=O)C(C(C(=CC(C(=O)CC(OC(=O)C3CCCCN3C(=O)C(=O)C1(O2)O)C(C)CC4CCC(C(C4)OC)O)C)C)O)OC)C)C)C)OC. Drug 2: C1CC(=O)NC(=O)C1N2C(=O)C3=CC=CC=C3C2=O. Cell line: LOX IMVI. Synergy scores: CSS=24.0, Synergy_ZIP=-6.83, Synergy_Bliss=4.26, Synergy_Loewe=-19.5, Synergy_HSA=5.31. (2) Drug 1: C1=CC=C(C(=C1)C(C2=CC=C(C=C2)Cl)C(Cl)Cl)Cl. Drug 2: C1=NC2=C(N=C(N=C2N1C3C(C(C(O3)CO)O)F)Cl)N. Cell line: BT-549. Synergy scores: CSS=3.81, Synergy_ZIP=0.894, Synergy_Bliss=5.52, Synergy_Loewe=-2.43, Synergy_HSA=2.17. (3) Drug 1: CNC(=O)C1=CC=CC=C1SC2=CC3=C(C=C2)C(=NN3)C=CC4=CC=CC=N4. Drug 2: CC12CCC3C(C1CCC2=O)CC(=C)C4=CC(=O)C=CC34C. Cell line: NCI-H322M. Synergy scores: CSS=29.8, Synergy_ZIP=3.85, Synergy_Bliss=3.06, Synergy_Loewe=1.03, Synergy_HSA=2.07. (4) Drug 1: CN1C(=O)N2C=NC(=C2N=N1)C(=O)N. Drug 2: CN(CCCl)CCCl.Cl. Cell line: HCT-15. Synergy scores: CSS=17.8, Synergy_ZIP=-11.1, Synergy_Bliss=-2.32, Synergy_Loewe=-15.2, Synergy_HSA=-0.373.